This data is from Forward reaction prediction with 1.9M reactions from USPTO patents (1976-2016). The task is: Predict the product of the given reaction. Given the reactants [F:1][C:2]1[CH:7]=[CH:6][C:5]([CH:8]([C:10]2[N:19]=[C:18]([NH:20][C:21]3[CH:25]=[C:24]([CH3:26])[NH:23][N:22]=3)[C:17]3[C:12](=[CH:13][CH:14]=[CH:15][CH:16]=3)[N:11]=2)[OH:9])=[CH:4][CH:3]=1.C(S(O)(=O)=O)C, predict the reaction product. The product is: [F:1][C:2]1[CH:7]=[CH:6][C:5]([C@H:8]([C:10]2[N:19]=[C:18]([NH:20][C:21]3[CH:25]=[C:24]([CH3:26])[NH:23][N:22]=3)[C:17]3[C:12](=[CH:13][CH:14]=[CH:15][CH:16]=3)[N:11]=2)[OH:9])=[CH:4][CH:3]=1.